Predict the reactants needed to synthesize the given product. From a dataset of Full USPTO retrosynthesis dataset with 1.9M reactions from patents (1976-2016). Given the product [N:25]1([CH2:2][C:3]2[CH:8]=[CH:7][C:6]([CH2:9][CH2:10][N:11]3[CH:16]=[CH:15][C:14]([O:17][CH2:18][C:19]4[S:20][CH:21]=[CH:22][CH:23]=4)=[CH:13][C:12]3=[O:24])=[CH:5][CH:4]=2)[CH2:29][CH2:28][CH2:27][CH2:26]1, predict the reactants needed to synthesize it. The reactants are: O[CH2:2][C:3]1[CH:8]=[CH:7][C:6]([CH2:9][CH2:10][N:11]2[CH:16]=[CH:15][C:14]([O:17][CH2:18][C:19]3[S:20][CH:21]=[CH:22][CH:23]=3)=[CH:13][C:12]2=[O:24])=[CH:5][CH:4]=1.[NH:25]1[CH2:29][CH2:28][CH2:27][CH2:26]1.